This data is from Peptide-MHC class I binding affinity with 185,985 pairs from IEDB/IMGT. The task is: Regression. Given a peptide amino acid sequence and an MHC pseudo amino acid sequence, predict their binding affinity value. This is MHC class I binding data. (1) The peptide sequence is GLIVLPFYK. The MHC is HLA-B15:01 with pseudo-sequence HLA-B15:01. The binding affinity (normalized) is 0.0847. (2) The peptide sequence is EGCPKPHRL. The MHC is HLA-A29:02 with pseudo-sequence HLA-A29:02. The binding affinity (normalized) is 0.0123. (3) The peptide sequence is AVLPRDMVF. The MHC is HLA-A30:01 with pseudo-sequence HLA-A30:01. The binding affinity (normalized) is 0.517. (4) The peptide sequence is TQSPVSVGF. The MHC is HLA-A02:06 with pseudo-sequence HLA-A02:06. The binding affinity (normalized) is 0.898. (5) The peptide sequence is GSYGEYQSY. The MHC is HLA-A68:02 with pseudo-sequence HLA-A68:02. The binding affinity (normalized) is 0. (6) The binding affinity (normalized) is 0.0847. The MHC is HLA-B40:01 with pseudo-sequence HLA-B40:01. The peptide sequence is AVAVHDFFK.